From a dataset of Full USPTO retrosynthesis dataset with 1.9M reactions from patents (1976-2016). Predict the reactants needed to synthesize the given product. Given the product [CH2:21]([O:19][C:18]([C:9]1[CH:10]=[CH:11][C:12]2[C:17](=[CH:16][CH:15]=[CH:14][CH:13]=2)[C:8]=1[O:7][CH2:18][C:9]1[CH:10]=[CH:11][CH:12]=[CH:17][CH:8]=1)=[O:20])[C:22]1[CH:27]=[CH:26][CH:25]=[CH:24][CH:23]=1, predict the reactants needed to synthesize it. The reactants are: C([O-])([O-])=O.[K+].[K+].[OH:7][C:8]1[C:17]2[C:12](=[CH:13][CH:14]=[CH:15][CH:16]=2)[CH:11]=[CH:10][C:9]=1[C:18]([OH:20])=[O:19].[CH2:21](Cl)[C:22]1[CH:27]=[CH:26][CH:25]=[CH:24][CH:23]=1.